This data is from CYP2D6 substrate classification data from Carbon-Mangels et al.. The task is: Regression/Classification. Given a drug SMILES string, predict its absorption, distribution, metabolism, or excretion properties. Task type varies by dataset: regression for continuous measurements (e.g., permeability, clearance, half-life) or binary classification for categorical outcomes (e.g., BBB penetration, CYP inhibition). Dataset: cyp2d6_substrate_carbonmangels. (1) The compound is Cc1cccc(Nc2ccccc2C(=O)O)c1C. The result is 0 (non-substrate). (2) The compound is COC1=CC(=O)O[C@H]1[C@H](O)c1ccccc1Cl. The result is 0 (non-substrate). (3) The molecule is COc1ccccc1OC[C@@H](O)CN1CCN(CC(=O)Nc2c(C)cccc2C)CC1. The result is 0 (non-substrate). (4) The molecule is Cc1nnc2n1-c1sc(Br)cc1C(c1ccccc1Cl)=NC2. The result is 0 (non-substrate). (5) The drug is CN1CCN2c3ccccc3Cc3cccnc3[C@@H]2C1. The result is 1 (substrate). (6) The compound is C[C@]12CC[C@@H]3c4ccc(O)cc4CC[C@H]3[C@@H]1CCC2=O. The result is 0 (non-substrate). (7) The compound is CCN(CC)C(=O)N[C@H]1C[C@@H]2c3cccc4[nH]cc(c34)C[C@H]2N(C)C1. The result is 1 (substrate). (8) The compound is C=C1CC[C@H](O)C/C1=C/C=C1\CCC[C@@]2(C)[C@H]1CC[C@@H]2[C@H](C)CCCC(C)C. The result is 0 (non-substrate).